The task is: Predict the reaction yield, written as a fraction of the theoretical maximum amount of product (1.0 means a 100% yield; for example, 0.34 means a 34% yield).. This data is from Reaction yield outcomes from USPTO patents with 853,638 reactions. (1) The reactants are C[O:2][C:3](=[O:22])[CH:4]([NH:14][C:15]([O:17][C:18]([CH3:21])([CH3:20])[CH3:19])=[O:16])[CH2:5][O:6][C:7]1[CH:12]=[CH:11][C:10]([Br:13])=[CH:9][CH:8]=1.O[Li].O.Cl. The catalyst is C1COCC1.O. The product is [Br:13][C:10]1[CH:9]=[CH:8][C:7]([O:6][CH2:5][CH:4]([NH:14][C:15]([O:17][C:18]([CH3:19])([CH3:21])[CH3:20])=[O:16])[C:3]([OH:22])=[O:2])=[CH:12][CH:11]=1. The yield is 0.780. (2) The reactants are [Br:1][C:2]1[CH:3]=[C:4]2[C:10]3([CH2:15][CH2:14][N:13](C#N)[CH2:12][CH2:11]3)[C:9](=[O:18])[NH:8][C:5]2=[CH:6][CH:7]=1.[OH-].[Na+]. The catalyst is C(O)CO.C(Cl)Cl. The product is [Br:1][C:2]1[CH:3]=[C:4]2[C:10]3([CH2:11][CH2:12][NH:13][CH2:14][CH2:15]3)[C:9](=[O:18])[NH:8][C:5]2=[CH:6][CH:7]=1. The yield is 0.600.